This data is from Forward reaction prediction with 1.9M reactions from USPTO patents (1976-2016). The task is: Predict the product of the given reaction. (1) Given the reactants Cl[C:2]1[N:3]=[CH:4][C:5]2[CH:6]=[CH:7][C:8]3[C:14]4[C:15](=[O:18])[CH2:16][CH2:17][C:13]=4[NH:12][C:9]=3[C:10]=2[CH:11]=1.[F:19][C:20]1[CH:26]=[CH:25][C:24](B2OC(C)(C)C(C)(C)O2)=[CH:23][C:21]=1[NH2:22], predict the reaction product. The product is: [NH2:22][C:21]1[CH:23]=[C:24]([C:2]2[N:3]=[CH:4][C:5]3[CH:6]=[CH:7][C:8]4[C:14]5[C:15](=[O:18])[CH2:16][CH2:17][C:13]=5[NH:12][C:9]=4[C:10]=3[CH:11]=2)[CH:25]=[CH:26][C:20]=1[F:19]. (2) Given the reactants Br[C:2]1[CH:3]=[N:4][CH:5]=[C:6]([C:8]([S:11]([CH2:14][CH3:15])(=[O:13])=[O:12])([CH3:10])[CH3:9])[CH:7]=1.[B:16]1(B2OC(C)(C)C(C)(C)O2)[O:20]C(C)(C)C(C)(C)[O:17]1.C1(P(C2CCCCC2)C2CCCCC2)CCCCC1.C([O-])(=O)C.[K+], predict the reaction product. The product is: [CH2:14]([S:11]([C:8]([C:6]1[CH:7]=[C:2]([B:16]([OH:20])[OH:17])[CH:3]=[N:4][CH:5]=1)([CH3:10])[CH3:9])(=[O:13])=[O:12])[CH3:15]. (3) Given the reactants [Br:1][C:2]1[CH:3]=[C:4]2[C:9](=[CH:10][CH:11]=1)[N:8]=[C:7]([Cl:12])[C:6]([CH2:13]Cl)=[CH:5]2.[C:15]1([P:21]([C:28]2[CH:33]=[CH:32][CH:31]=[CH:30][CH:29]=2)[C:22]2[CH:27]=[CH:26][CH:25]=[CH:24][CH:23]=2)[CH:20]=[CH:19][CH:18]=[CH:17][CH:16]=1, predict the reaction product. The product is: [Cl-:12].[Br:1][C:2]1[CH:3]=[C:4]2[C:9](=[CH:10][CH:11]=1)[N:8]=[C:7]([Cl:12])[C:6]([CH2:13][P+:21]([C:22]1[CH:23]=[CH:24][CH:25]=[CH:26][CH:27]=1)([C:28]1[CH:33]=[CH:32][CH:31]=[CH:30][CH:29]=1)[C:15]1[CH:16]=[CH:17][CH:18]=[CH:19][CH:20]=1)=[CH:5]2. (4) Given the reactants [CH2:1]([N:8]1[CH:13]2[CH2:14][CH2:15][CH:9]1[CH2:10][C:11](=[O:16])[CH2:12]2)[C:2]1[CH:7]=[CH:6][CH:5]=[CH:4][CH:3]=1.CCC(C)[BH-](C(C)CC)C(C)CC.[Li+].[OH-].[Na+].OO, predict the reaction product. The product is: [CH2:1]([N:8]1[CH:9]2[CH2:15][CH2:14][CH:13]1[CH2:12][CH:11]([OH:16])[CH2:10]2)[C:2]1[CH:3]=[CH:4][CH:5]=[CH:6][CH:7]=1.